This data is from Reaction yield outcomes from USPTO patents with 853,638 reactions. The task is: Predict the reaction yield, written as a fraction of the theoretical maximum amount of product (1.0 means a 100% yield; for example, 0.34 means a 34% yield). (1) The reactants are [C:1](OC(=O)C)(=[O:3])C.[CH3:8][O:9][C:10]([C:12]1[S:13][CH:14]=[C:15]([CH3:18])[C:16]=1[NH2:17])=[O:11]. The yield is 0.970. The catalyst is C(O)=O. The product is [CH3:8][O:9][C:10]([C:12]1[S:13][CH:14]=[C:15]([CH3:18])[C:16]=1[NH:17][CH:1]=[O:3])=[O:11]. (2) The catalyst is CC(N(C)C)=O. The product is [F:42][C:36]1[C:37]([F:41])=[CH:38][CH:39]=[CH:40][C:35]=1[NH:34][C:32](=[O:33])[CH2:31][C:29]1[NH:28][N:27]=[C:26]([NH:25][C:19]2[C:18]3[C:23](=[CH:24][C:15]([O:14][CH2:13][CH2:12][CH2:11][N:4]([CH2:5][CH2:6][OH:7])[CH2:1][CH2:2][CH3:3])=[C:16]([O:43][CH3:44])[CH:17]=3)[N:22]=[CH:21][N:20]=2)[CH:30]=1. The reactants are [CH2:1]([NH:4][CH2:5][CH2:6][OH:7])[CH2:2][CH3:3].[I-].[K+].Cl[CH2:11][CH2:12][CH2:13][O:14][C:15]1[CH:24]=[C:23]2[C:18]([C:19]([NH:25][C:26]3[CH:30]=[C:29]([CH2:31][C:32]([NH:34][C:35]4[CH:40]=[CH:39][CH:38]=[C:37]([F:41])[C:36]=4[F:42])=[O:33])[NH:28][N:27]=3)=[N:20][CH:21]=[N:22]2)=[CH:17][C:16]=1[O:43][CH3:44]. The yield is 0.670. (3) The reactants are O[C:2]1([CH:13]2[CH2:18][CH2:17][N:16]([C:19]([O:21][C:22]([CH3:25])([CH3:24])[CH3:23])=[O:20])[CH2:15][CH2:14]2)[O:6][N:5]=[C:4]([C:7]2[CH:12]=[CH:11][CH:10]=[CH:9][CH:8]=2)[CH2:3]1.C(=O)([O-])[O-].[Na+].[Na+]. The catalyst is CO.O. The product is [C:7]1([C:4]2[CH:3]=[C:2]([CH:13]3[CH2:14][CH2:15][N:16]([C:19]([O:21][C:22]([CH3:25])([CH3:24])[CH3:23])=[O:20])[CH2:17][CH2:18]3)[O:6][N:5]=2)[CH:8]=[CH:9][CH:10]=[CH:11][CH:12]=1. The yield is 0.860. (4) The reactants are [F:1][C:2]1[CH:3]=[CH:4][C:5]2[N:9]=[CH:8][N:7]([C:10]3[N:15]=[C:14](SC#N)[C:13]([N+:19]([O-:21])=[O:20])=[CH:12][N:11]=3)[C:6]=2[CH:22]=1.[Si:23]([O:40][C@H:41]1[C:50]2[C:45](=[CH:46][C:47]([F:51])=[CH:48][CH:49]=2)[C@H:44]([NH2:52])[CH2:43][CH2:42]1)([C:36]([CH3:39])([CH3:38])[CH3:37])([C:30]1[CH:35]=[CH:34][CH:33]=[CH:32][CH:31]=1)[C:24]1[CH:29]=[CH:28][CH:27]=[CH:26][CH:25]=1.CCN(C(C)C)C(C)C.CS(C)=O. The catalyst is C1COCC1. The product is [Si:23]([O:40][C@H:41]1[C:50]2[C:45](=[CH:46][C:47]([F:51])=[CH:48][CH:49]=2)[C@H:44]([NH:52][C:14]2[C:13]([N+:19]([O-:21])=[O:20])=[CH:12][N:11]=[C:10]([N:7]3[C:6]4[CH:22]=[C:2]([F:1])[CH:3]=[CH:4][C:5]=4[N:9]=[CH:8]3)[N:15]=2)[CH2:43][CH2:42]1)([C:36]([CH3:39])([CH3:37])[CH3:38])([C:30]1[CH:31]=[CH:32][CH:33]=[CH:34][CH:35]=1)[C:24]1[CH:25]=[CH:26][CH:27]=[CH:28][CH:29]=1. The yield is 0.650.